Predict the reaction yield, written as a fraction of the theoretical maximum amount of product (1.0 means a 100% yield; for example, 0.34 means a 34% yield). From a dataset of Reaction yield outcomes from USPTO patents with 853,638 reactions. (1) The yield is 0.480. The product is [CH3:1][O:2][C:3]1[CH:8]=[C:7]([O:9][CH3:10])[CH:6]=[CH:5][C:4]=1[C:11]1[C:19]2[O:18][CH:17]([CH2:20][NH2:21])[CH2:16][C:15]=2[CH:14]=[CH:13][CH:12]=1. The catalyst is [Pd]. The reactants are [CH3:1][O:2][C:3]1[CH:8]=[C:7]([O:9][CH3:10])[CH:6]=[CH:5][C:4]=1[C:11]1[C:19]2[O:18][CH:17]([CH2:20][NH:21]C(=O)OCC3C=CC=CC=3)[CH2:16][C:15]=2[CH:14]=[CH:13][CH:12]=1. (2) The reactants are O.[OH-].[Li+].[Cl:4][C:5]1[CH:10]=[CH:9][CH:8]=[C:7]([Cl:11])[C:6]=1[NH:12][C:13]([NH:15][C:16]1[C:17]([C:26]([N:28]([CH2:35][C:36]2[CH:41]=[CH:40][CH:39]=[CH:38][CH:37]=2)[C@H:29]([C:31]([O:33]C)=[O:32])[CH3:30])=[O:27])=[CH:18][C:19]2[C:24]([CH:25]=1)=[CH:23][CH:22]=[CH:21][CH:20]=2)=[O:14].O.Cl. The catalyst is O1CCOCC1. The product is [Cl:4][C:5]1[CH:10]=[CH:9][CH:8]=[C:7]([Cl:11])[C:6]=1[NH:12][C:13]([NH:15][C:16]1[C:17]([C:26]([N:28]([CH2:35][C:36]2[CH:37]=[CH:38][CH:39]=[CH:40][CH:41]=2)[C@H:29]([C:31]([OH:33])=[O:32])[CH3:30])=[O:27])=[CH:18][C:19]2[C:24]([CH:25]=1)=[CH:23][CH:22]=[CH:21][CH:20]=2)=[O:14]. The yield is 0.160. (3) The reactants are [Br:1][C:2]1[CH:7]=[CH:6][C:5](/[CH:8]=[CH:9]/[CH:10]=O)=[C:4]([O:12][CH2:13][C:14]#[CH:15])[CH:3]=1.[O-]S([O-])(=O)=O.[Mg+2].[CH3:22][N:23]([CH3:25])[NH2:24]. The catalyst is ClCCl. The product is [Br:1][C:2]1[CH:7]=[CH:6][C:5](/[CH:8]=[CH:9]/[CH:10]=[N:24]/[N:23]([CH3:25])[CH3:22])=[C:4]([O:12][CH2:13][C:14]#[CH:15])[CH:3]=1. The yield is 0.900. (4) The reactants are C(Cl)(=O)C(Cl)=O.CS(C)=O.[Cl:11][C:12]1[C:13]2[CH:24]=[CH:23][CH:22]=[CH:21][C:14]=2[S:15][C:16]=1[CH2:17][CH2:18][CH2:19][OH:20].C(N(CC)CC)C. The catalyst is ClCCl.O. The product is [Cl:11][C:12]1[C:13]2[CH:24]=[CH:23][CH:22]=[CH:21][C:14]=2[S:15][C:16]=1[CH2:17][CH2:18][CH:19]=[O:20]. The yield is 0.830. (5) The reactants are [CH2:1]([O:4][C:5]1[CH:12]=[C:11]([C:13]([F:16])([F:15])[F:14])[CH:10]=[CH:9][C:6]=1[CH:7]=O)[CH2:2][CH3:3].C1(P(=[CH:36][C:37]([O:39][CH3:40])=[O:38])(C2C=CC=CC=2)C2C=CC=CC=2)C=CC=CC=1. The catalyst is C1(C)C=CC=CC=1. The product is [CH3:40][O:39][C:37](=[O:38])[CH:36]=[CH:7][C:6]1[CH:9]=[CH:10][C:11]([C:13]([F:16])([F:15])[F:14])=[CH:12][C:5]=1[O:4][CH2:1][CH2:2][CH3:3]. The yield is 0.690.